This data is from Catalyst prediction with 721,799 reactions and 888 catalyst types from USPTO. The task is: Predict which catalyst facilitates the given reaction. (1) Reactant: [CH3:1][C:2]1[NH:3][C:4]2[C:9]([C:10]=1[CH3:11])=[CH:8][CH:7]=[C:6]([O:12]C)[CH:5]=2.Cl.N1C=CC=CC=1. Product: [CH3:1][C:2]1[NH:3][C:4]2[C:9]([C:10]=1[CH3:11])=[CH:8][CH:7]=[C:6]([OH:12])[CH:5]=2. The catalyst class is: 6. (2) Reactant: [F:1][C:2]1[CH:10]=[C:9]2[C:5]([C:6](I)=[CH:7][N:8]2[S:11]([C:14]2[CH:19]=[CH:18][CH:17]=[CH:16][CH:15]=2)(=[O:13])=[O:12])=[CH:4][CH:3]=1.CC1(C)C(C)(C)OB([C:29]2[CH:30]=[C:31]3[O:37][C:36](=[O:38])[NH:35][C:32]3=[N:33][CH:34]=2)O1.C(Cl)Cl.C([O-])([O-])=O.[K+].[K+]. Product: [F:1][C:2]1[CH:10]=[C:9]2[C:5]([C:6]([C:29]3[CH:30]=[C:31]4[O:37][C:36](=[O:38])[NH:35][C:32]4=[N:33][CH:34]=3)=[CH:7][N:8]2[S:11]([C:14]2[CH:19]=[CH:18][CH:17]=[CH:16][CH:15]=2)(=[O:13])=[O:12])=[CH:4][CH:3]=1. The catalyst class is: 117. (3) Reactant: [N:1]([CH2:4][C@@H:5]([C:7]1[CH:8]=[CH:9][C:10]([O:23]CC2C=CC=CC=2)=[C:11]([NH:13][S:14]([C:17]2[CH:22]=[CH:21][CH:20]=[CH:19][CH:18]=2)(=[O:16])=[O:15])[CH:12]=1)[OH:6])=[N+]=[N-]. Product: [NH2:1][CH2:4][C@@H:5]([C:7]1[CH:8]=[CH:9][C:10]([OH:23])=[C:11]([NH:13][S:14]([C:17]2[CH:18]=[CH:19][CH:20]=[CH:21][CH:22]=2)(=[O:16])=[O:15])[CH:12]=1)[OH:6]. The catalyst class is: 29. (4) Reactant: [CH3:1][C:2]1[CH:11]=[CH:10][C:9]([NH:12][S:13]([C:16]2[CH:21]=[CH:20][CH:19]=[CH:18][C:17]=2[N+:22]([O-])=O)(=[O:15])=[O:14])=[C:8]2[C:3]=1[CH:4]=[CH:5][CH:6]=[N:7]2.[Sn](Cl)Cl. Product: [NH2:22][C:17]1[CH:18]=[CH:19][CH:20]=[CH:21][C:16]=1[S:13]([NH:12][C:9]1[CH:10]=[CH:11][C:2]([CH3:1])=[C:3]2[C:8]=1[N:7]=[CH:6][CH:5]=[CH:4]2)(=[O:15])=[O:14]. The catalyst class is: 33.